Dataset: hERG Central: cardiac toxicity at 1µM, 10µM, and general inhibition. Task: Predict hERG channel inhibition at various concentrations. (1) The compound is CCn1c(SCC(=O)Nc2ccccc2)nnc1-c1cccs1. Results: hERG_inhib (hERG inhibition (general)): blocker. (2) The compound is Cc1cccc(C)c1NC(=O)CSc1nnc(-c2ccco2)c(-c2ccco2)n1. Results: hERG_inhib (hERG inhibition (general)): blocker. (3) The compound is COc1ccccc1N1CCN(CCN(C(=O)c2ccc(F)cc2)c2ccccn2)CC1.Cl. Results: hERG_inhib (hERG inhibition (general)): blocker. (4) The compound is Cc1ccc(CNCCCSc2nc(C)cc(C)n2)cc1.Cl. Results: hERG_inhib (hERG inhibition (general)): blocker. (5) The compound is O=C(Nc1ccnn1C1CCN(CCCc2ccccc2)CC1)c1ccccc1. Results: hERG_inhib (hERG inhibition (general)): blocker.